This data is from Forward reaction prediction with 1.9M reactions from USPTO patents (1976-2016). The task is: Predict the product of the given reaction. (1) The product is: [F:1][C:2]1[CH:7]=[CH:6][C:5]([NH2:8])=[C:4]([O:11][C@H:12]2[CH2:13][CH2:14][C@@H:15]([OH:18])[CH2:16][CH2:17]2)[CH:3]=1. Given the reactants [F:1][C:2]1[CH:7]=[CH:6][C:5]([N+:8]([O-])=O)=[C:4]([O:11][C@H:12]2[CH2:17][CH2:16][C@@H:15]([OH:18])[CH2:14][CH2:13]2)[CH:3]=1.[H][H], predict the reaction product. (2) Given the reactants Cl.Cl.Cl.[O:4]1[C:12]2[CH:11]=[CH:10][N:9]=[C:8]([N:13]3[CH2:18][CH2:17][N:16]([CH2:19][CH2:20][C@H:21]4[CH2:26][CH2:25][C@H:24]([NH2:27])[CH2:23][CH2:22]4)[CH2:15][CH2:14]3)[C:7]=2[CH2:6][CH2:5]1.[N:28]1[CH:33]=[CH:32][CH:31]=[C:30]([C:34]2[CH:42]=[CH:41][C:37]([C:38](O)=[O:39])=[CH:36][CH:35]=2)[CH:29]=1, predict the reaction product. The product is: [O:4]1[C:12]2[CH:11]=[CH:10][N:9]=[C:8]([N:13]3[CH2:18][CH2:17][N:16]([CH2:19][CH2:20][C@H:21]4[CH2:26][CH2:25][C@H:24]([NH:27][C:38](=[O:39])[C:37]5[CH:36]=[CH:35][C:34]([C:30]6[CH:29]=[N:28][CH:33]=[CH:32][CH:31]=6)=[CH:42][CH:41]=5)[CH2:23][CH2:22]4)[CH2:15][CH2:14]3)[C:7]=2[CH2:6][CH2:5]1. (3) Given the reactants [O:1]1[CH2:3][CH:2]1[CH2:4][O:5][CH:6]1[CH2:11][CH2:10][N:9]([C:12]([O:14][CH2:15][C:16]2[CH:21]=[CH:20][CH:19]=[CH:18][CH:17]=2)=[O:13])[CH2:8][CH2:7]1.CCCC[N+](CCCC)(CCCC)CCCC.[FH:39].F.[F-], predict the reaction product. The product is: [F:39][CH2:3][CH:2]([OH:1])[CH2:4][O:5][CH:6]1[CH2:11][CH2:10][N:9]([C:12]([O:14][CH2:15][C:16]2[CH:21]=[CH:20][CH:19]=[CH:18][CH:17]=2)=[O:13])[CH2:8][CH2:7]1. (4) Given the reactants C(OC([NH:8][C@H:9]([C:27]([O:29][CH3:30])=[O:28])[CH2:10][C:11]1[CH:16]=[CH:15][C:14]([N:17]2[C:22](=[O:23])[CH:21]=[C:20]([CH3:24])[N:19]([CH3:25])[C:18]2=[O:26])=[CH:13][CH:12]=1)=O)(C)(C)C.[ClH:31].C(OCC)(=O)C, predict the reaction product. The product is: [ClH:31].[CH3:25][N:19]1[C:20]([CH3:24])=[CH:21][C:22](=[O:23])[N:17]([C:14]2[CH:13]=[CH:12][C:11]([CH2:10][C@@H:9]([C:27]([O:29][CH3:30])=[O:28])[NH2:8])=[CH:16][CH:15]=2)[C:18]1=[O:26]. (5) Given the reactants [I:1][C:2]1[CH:3]=[C:4]2[C:8](=[CH:9][CH:10]=1)[C:7](=O)[NH:6][C:5]2=O.[BH4-].[Na+].O.[OH-].[Na+], predict the reaction product. The product is: [I:1][C:2]1[CH:3]=[C:4]2[C:8](=[CH:9][CH:10]=1)[CH2:7][NH:6][CH2:5]2. (6) The product is: [CH3:2][S:3][C:4]1[N:9]=[C:8]([C:10]2[S:14][C:13]([S:15]([Zn:1])(=[O:17])=[O:16])=[CH:12][CH:11]=2)[CH:7]=[CH:6][N:5]=1. Given the reactants [Zn:1].[CH3:2][S:3][C:4]1[N:9]=[C:8]([C:10]2[S:14][C:13]([S:15](Cl)(=[O:17])=[O:16])=[CH:12][CH:11]=2)[CH:7]=[CH:6][N:5]=1.O, predict the reaction product. (7) Given the reactants [CH3:1][O:2][C:3]1[CH:8]=[CH:7][C:6]([C:9]2[CH:10]=[C:11]3[C:16]4=[C:17]([C@@H:19]5[CH2:24][NH:23][CH2:22][CH2:21][C@@H:20]5[N:15]4[CH2:14][CH2:13][CH2:12]3)[CH:18]=2)=[C:5]([C:25]([F:28])([F:27])[F:26])[CH:4]=1.Br[CH2:30][CH:31]([F:33])[F:32].N, predict the reaction product. The product is: [F:32][CH:31]([F:33])[CH2:30][N:23]1[CH2:22][CH2:21][C@@H:20]2[N:15]3[C:16]4[C:11](=[CH:10][C:9]([C:6]5[CH:7]=[CH:8][C:3]([O:2][CH3:1])=[CH:4][C:5]=5[C:25]([F:28])([F:26])[F:27])=[CH:18][C:17]=4[C@@H:19]2[CH2:24]1)[CH2:12][CH2:13][CH2:14]3.